This data is from Full USPTO retrosynthesis dataset with 1.9M reactions from patents (1976-2016). The task is: Predict the reactants needed to synthesize the given product. (1) Given the product [CH3:1][O:2][C:3](=[O:4])[NH:5][C@@H:6]([C@H:7]([O:80][CH3:76])[CH3:9])[C:10]([N:12]1[CH2:16][C@@H:15]([CH2:17][O:18][CH3:19])[CH2:14][C@H:13]1[C:20]1[NH:24][C:23]2[C:25]3[C:30]([CH:31]=[CH:32][C:22]=2[N:21]=1)=[CH:29][C:28]1[C:33]2[C:38]([CH2:39][O:40][C:27]=1[CH:26]=3)=[CH:37][C:36]([C:41]1[NH:45][C:44]([C@@H:46]3[CH2:50][C@H:49]([CH3:51])[CH2:48][N:47]3[C:52](=[O:53])[C@H:63]([C@@H:62]([CH3:72])[O:61][CH3:60])[NH:67][C:68]([O:70][CH3:71])=[O:69])=[N:43][CH:42]=1)=[CH:35][CH:34]=2)=[O:11], predict the reactants needed to synthesize it. The reactants are: [CH3:1][O:2][C:3]([NH:5][C@H:6]([C:10]([N:12]1[CH2:16][C@@H:15]([CH2:17][O:18][CH3:19])[CH2:14][C@H:13]1[C:20]1[NH:24][C:23]2[C:25]3[C:30]([CH:31]=[CH:32][C:22]=2[N:21]=1)=[CH:29][C:28]1[C:33]2[C:38]([CH2:39][O:40][C:27]=1[CH:26]=3)=[CH:37][C:36]([C:41]1[NH:45][C:44]([C@@H:46]3[CH2:50][C@H:49]([CH3:51])[CH2:48][N:47]3[C:52](OC(C)(C)C)=[O:53])=[N:43][CH:42]=1)=[CH:35][CH:34]=2)=[O:11])[CH:7]([CH3:9])C)=[O:4].Cl.[CH3:60][O:61][C@H:62]([CH3:72])[C@H:63]([NH:67][C:68]([O:70][CH3:71])=[O:69])C(O)=O.CN([C:76]([O:80]N1N=NC2C=CC=NC1=2)=[N+](C)C)C.F[P-](F)(F)(F)(F)F.CCN(C(C)C)C(C)C. (2) Given the product [CH2:1]([C@H:8]([CH2:12][C:13]([OH:15])=[O:14])[C:9]([NH:20][C:21]1[CH:26]=[CH:25][C:24]([C:27]2[CH:32]=[CH:31][CH:30]=[CH:29][C:28]=2[Cl:33])=[CH:23][N+:22]=1[O-:42])=[O:11])[C:2]1[CH:3]=[CH:4][CH:5]=[CH:6][CH:7]=1, predict the reactants needed to synthesize it. The reactants are: [CH2:1]([C@H:8]([CH2:12][C:13]([O:15]C(C)(C)C)=[O:14])[C:9]([OH:11])=O)[C:2]1[CH:7]=[CH:6][CH:5]=[CH:4][CH:3]=1.[NH2:20][C:21]1[CH:26]=[CH:25][C:24]([C:27]2[CH:32]=[CH:31][CH:30]=[CH:29][C:28]=2[Cl:33])=[CH:23][N:22]=1.C1C=C(Cl)C=C(C(OO)=[O:42])C=1.BrC1C=CC(N)=NC=1.ClC1C=CC=CC=1B(O)O. (3) Given the product [NH2:28][C:22]1[C:21]2[N:20]=[C:19]([CH2:29][O:30][CH2:31][CH3:32])[N:18]([CH2:17][CH2:16][CH2:15][CH2:14][NH:13][C:11]([NH:10][C@@H:8]3[CH2:9][C@H:7]3[C:1]3[CH:6]=[CH:5][CH:4]=[CH:3][CH:2]=3)=[O:12])[C:26]=2[C:25]([CH3:27])=[CH:24][N:23]=1, predict the reactants needed to synthesize it. The reactants are: [C:1]1([C@@H:7]2[CH2:9][C@H:8]2[N:10]=[C:11]=[O:12])[CH:6]=[CH:5][CH:4]=[CH:3][CH:2]=1.[NH2:13][CH2:14][CH2:15][CH2:16][CH2:17][N:18]1[C:26]2[C:25]([CH3:27])=[CH:24][N:23]=[C:22]([NH2:28])[C:21]=2[N:20]=[C:19]1[CH2:29][O:30][CH2:31][CH3:32]. (4) Given the product [CH2:21]([N:23]1[CH:27]=[C:26]([C:2]2[CH:3]=[C:4]([C:9]3[C:10]([C:14]4[CH:19]=[CH:18][CH:17]=[C:16]([CH3:20])[N:15]=4)=[N:11][NH:12][CH:13]=3)[CH:5]=[CH:6][C:7]=2[F:8])[CH:25]=[N:24]1)[CH3:22], predict the reactants needed to synthesize it. The reactants are: Br[C:2]1[CH:3]=[C:4]([C:9]2[C:10]([C:14]3[CH:19]=[CH:18][CH:17]=[C:16]([CH3:20])[N:15]=3)=[N:11][NH:12][CH:13]=2)[CH:5]=[CH:6][C:7]=1[F:8].[CH2:21]([N:23]1[CH:27]=[C:26](B2OC(C)(C)C(C)(C)O2)[CH:25]=[N:24]1)[CH3:22].O. (5) Given the product [C:20]([NH:19][C:16]1[CH:15]=[CH:14][C:13]([O:12][C:2]2[C:7]([C:8]([NH2:10])=[O:9])=[CH:6][N:5]=[C:4]([Cl:11])[CH:3]=2)=[CH:18][CH:17]=1)(=[O:27])[C:21]1[CH:22]=[CH:23][CH:24]=[CH:25][CH:26]=1, predict the reactants needed to synthesize it. The reactants are: Cl[C:2]1[C:7]([C:8]([NH2:10])=[O:9])=[CH:6][N:5]=[C:4]([Cl:11])[CH:3]=1.[OH:12][C:13]1[CH:18]=[CH:17][C:16]([NH:19][C:20](=[O:27])[C:21]2[CH:26]=[CH:25][CH:24]=[CH:23][CH:22]=2)=[CH:15][CH:14]=1.C(=O)([O-])[O-].[Cs+].[Cs+].